From a dataset of Reaction yield outcomes from USPTO patents with 853,638 reactions. Predict the reaction yield, written as a fraction of the theoretical maximum amount of product (1.0 means a 100% yield; for example, 0.34 means a 34% yield). (1) The reactants are Cl[C:2]1[N:3]=[CH:4][C:5]2[N:11]=[CH:10][C:9]([Cl:12])=[CH:8][C:6]=2[N:7]=1.[OH:13][C:14]1[CH:20]=[CH:19][C:17]([NH2:18])=[CH:16][CH:15]=1. The catalyst is O1CCOCC1. The product is [Cl:12][C:9]1[CH:10]=[N:11][C:5]2[CH:4]=[N:3][C:2]([NH:18][C:17]3[CH:19]=[CH:20][C:14]([OH:13])=[CH:15][CH:16]=3)=[N:7][C:6]=2[CH:8]=1. The yield is 0.600. (2) The reactants are C([O:8][C:9]1[C:10]([O:32][CH2:33][O:34][P:35]([O:45]CC2C=CC=CC=2)([O:37]CC2C=CC=CC=2)=[O:36])=[C:11]([C:27]([O:29][CH2:30][CH3:31])=[O:28])[N:12]([C:19]2[CH:24]=[CH:23][C:22]([O:25][CH3:26])=[CH:21][CH:20]=2)[C:13]=1[C:14](=[O:18])[N:15]([CH3:17])[CH3:16])C1C=CC=CC=1. The catalyst is CO.[Pd]. The product is [CH3:17][N:15]([CH3:16])[C:14]([C:13]1[N:12]([C:19]2[CH:24]=[CH:23][C:22]([O:25][CH3:26])=[CH:21][CH:20]=2)[C:11]([C:27]([O:29][CH2:30][CH3:31])=[O:28])=[C:10]([O:32][CH2:33][O:34][P:35]([OH:37])([OH:45])=[O:36])[C:9]=1[OH:8])=[O:18]. The yield is 0.930. (3) The reactants are [Cl:1][C:2]1[CH:10]=[C:9]2[C:5]([C:6]([C:11](=[O:16])[C:12]([F:15])([F:14])[F:13])=[CH:7][NH:8]2)=[CH:4][CH:3]=1.[C:17]([O:21][C:22]([N:24]1[CH2:28][CH2:27][CH2:26][C@H:25]1[CH2:29]OS(C)(=O)=O)=[O:23])([CH3:20])([CH3:19])[CH3:18].C(=O)([O-])[O-].[Cs+].[Cs+]. The catalyst is CN1CCCN(C)C1=O.O. The product is [C:17]([O:21][C:22]([N:24]1[CH2:28][CH2:27][CH2:26][C@H:25]1[CH2:29][N:8]1[C:9]2[C:5](=[CH:4][CH:3]=[C:2]([Cl:1])[CH:10]=2)[C:6]([C:11](=[O:16])[C:12]([F:13])([F:14])[F:15])=[CH:7]1)=[O:23])([CH3:20])([CH3:18])[CH3:19]. The yield is 0.460. (4) The yield is 0.640. The reactants are [CH2:1]([C:3]1[N:7]([C:8]2[N:16]=[C:15]3[C:11]([N:12]=[C:13]([CH:18]=O)[N:14]3[CH3:17])=[C:10]([N:20]3[CH2:25][CH2:24][O:23][CH2:22][CH2:21]3)[N:9]=2)[C:6]2[CH:26]=[CH:27][CH:28]=[CH:29][C:5]=2[N:4]=1)[CH3:2].[NH:30]1[CH2:33][CH:32]([N:34]2[CH2:38][CH2:37][CH2:36][C:35]2=[O:39])[CH2:31]1.C(O[BH-](OC(=O)C)OC(=O)C)(=O)C.[Na+]. The catalyst is ClCCCl. The product is [CH2:1]([C:3]1[N:7]([C:8]2[N:16]=[C:15]3[C:11]([N:12]=[C:13]([CH2:18][N:30]4[CH2:33][CH:32]([N:34]5[CH2:38][CH2:37][CH2:36][C:35]5=[O:39])[CH2:31]4)[N:14]3[CH3:17])=[C:10]([N:20]3[CH2:21][CH2:22][O:23][CH2:24][CH2:25]3)[N:9]=2)[C:6]2[CH:26]=[CH:27][CH:28]=[CH:29][C:5]=2[N:4]=1)[CH3:2]. (5) The reactants are CC(C)([O-])C.[K+].[CH3:7][C:8]([CH3:13])([CH3:12])[C:9](=O)[CH3:10].[C:14](OCC)(=O)[C:15]([O:17][CH2:18][CH3:19])=[O:16].O.[NH2:25][NH2:26]. The catalyst is C(O)(=O)C.O1CCCC1. The product is [C:8]([C:9]1[CH:10]=[C:14]([C:15]([O:17][CH2:18][CH3:19])=[O:16])[NH:26][N:25]=1)([CH3:13])([CH3:12])[CH3:7]. The yield is 0.820.